Dataset: Forward reaction prediction with 1.9M reactions from USPTO patents (1976-2016). Task: Predict the product of the given reaction. (1) Given the reactants [F:1][C:2]1[CH:7]=[C:6]([I:8])[CH:5]=[CH:4][C:3]=1[NH:9][C:10]1[CH:18]=[N:17][CH:16]=[CH:15][C:11]=1[C:12]([OH:14])=O.C(O)(=O)C.C1(P(C2C=CC=CC=2)C2C=CC=CC=2)C=CC=CC=1.Cl[C:43](Cl)(Cl)[C:44]#[N:45].C(#[N:50])C, predict the reaction product. The product is: [F:1][C:2]1[CH:7]=[C:6]([I:8])[CH:5]=[CH:4][C:3]=1[NH:9][C:10]1[CH:18]=[N:17][CH:16]=[CH:15][C:11]=1[C:12]1[O:14][C:44]([CH3:43])=[N:45][N:50]=1. (2) Given the reactants [C:1](#N)[CH2:2][CH2:3][CH:4]=[CH:5][CH2:6][CH2:7][CH2:8][CH:9]=[CH:10][CH2:11][CH3:12].C1(C)C=CC=CC=1.CC(C[AlH]CC(C)C)C.Cl.C1C[O:34]CC1, predict the reaction product. The product is: [CH:1](=[O:34])[CH2:2][CH2:3][CH:4]=[CH:5][CH2:6][CH2:7][CH2:8][CH:9]=[CH:10][CH2:11][CH3:12]. (3) Given the reactants [Mg].Br[C:3]1[CH:8]=[C:7]([C:9]([F:12])([F:11])[F:10])[CH:6]=[CH:5][C:4]=1[O:13][C:14]1[CH:19]=[CH:18][C:17]([F:20])=[CH:16][C:15]=1[F:21].[Br-].[B:23](OC)([O:26]C)[O:24]C, predict the reaction product. The product is: [F:21][C:15]1[CH:16]=[C:17]([F:20])[CH:18]=[CH:19][C:14]=1[O:13][C:4]1[CH:5]=[CH:6][C:7]([C:9]([F:12])([F:11])[F:10])=[CH:8][C:3]=1[B:23]([OH:26])[OH:24]. (4) The product is: [F:23][C:24]1[CH:29]=[C:28]([CH:27]=[CH:26][CH:25]=1)[O:1][CH2:2][C@@H:3]([NH:7][C:8](=[O:14])[O:9][C:10]([CH3:11])([CH3:13])[CH3:12])[CH2:4][S:5][CH3:6]. Given the reactants [OH:1][CH2:2][C@@H:3]([NH:7][C:8](=[O:14])[O:9][C:10]([CH3:13])([CH3:12])[CH3:11])[CH2:4][S:5][CH3:6].C1C(O)=CC=CC=1C.[F:23][C:24]1[CH:25]=[C:26](O)[CH:27]=[CH:28][CH:29]=1, predict the reaction product. (5) Given the reactants [NH2:1][C:2]1[CH:3]=[C:4]2[C:8](=[CH:9][CH:10]=1)[NH:7][CH:6]=[CH:5]2.C(=O)([O-])O.[Na+].[Cl:16][C:17]1[N:18]=[C:19]2[N:23]([C:24]=1[S:25](Cl)(=[O:27])=[O:26])[CH2:22][CH2:21][S:20]2.C(Cl)(Cl)Cl.CO, predict the reaction product. The product is: [NH:7]1[C:8]2[C:4](=[CH:3][C:2]([NH:1][S:25]([C:24]3[N:23]4[C:19]([S:20][CH2:21][CH2:22]4)=[N:18][C:17]=3[Cl:16])(=[O:26])=[O:27])=[CH:10][CH:9]=2)[CH:5]=[CH:6]1. (6) The product is: [Cl:21][C:15]1[CH:16]=[CH:17][C:18]([Cl:20])=[CH:19][C:14]=1[O:13][C:6]1[CH:5]=[CH:4][C:3]([C:1]#[N:2])=[CH:8][C:7]=1[S:9]([N:26]1[CH2:27][CH2:28][CH:23]([CH3:22])[CH2:24][CH2:25]1)(=[O:11])=[O:10]. Given the reactants [C:1]([C:3]1[CH:4]=[CH:5][C:6]([O:13][C:14]2[CH:19]=[C:18]([Cl:20])[CH:17]=[CH:16][C:15]=2[Cl:21])=[C:7]([S:9](Cl)(=[O:11])=[O:10])[CH:8]=1)#[N:2].[CH3:22][CH:23]1[CH2:28][CH2:27][NH:26][CH2:25][CH2:24]1, predict the reaction product. (7) The product is: [CH3:30][C:29]1[CH:28]=[C:27]([CH3:31])[NH:26][C:25](=[O:32])[C:24]=1[CH2:23][NH:22][C:13]([C:12]1[C:7]2[CH:6]=[N:5][N:4]([CH:2]([CH3:1])[CH3:3])[C:8]=2[N:9]=[C:10]([C:16]2[CH:21]=[CH:20][N:19]=[CH:18][CH:17]=2)[CH:11]=1)=[O:15]. Given the reactants [CH3:1][CH:2]([N:4]1[C:8]2[N:9]=[C:10]([C:16]3[CH:21]=[CH:20][N:19]=[CH:18][CH:17]=3)[CH:11]=[C:12]([C:13]([OH:15])=O)[C:7]=2[CH:6]=[N:5]1)[CH3:3].[NH2:22][CH2:23][C:24]1[C:25](=[O:32])[NH:26][C:27]([CH3:31])=[CH:28][C:29]=1[CH3:30].CN1CCOCC1.ON1C2N=CC=CC=2N=N1.C(Cl)CCl, predict the reaction product. (8) Given the reactants CS[C:3]([S:9][CH3:10])=[C:4]([C:7]#[N:8])[C:5]#[N:6].[C:11]([C:15]1[CH:21]=[CH:20][C:18]([NH2:19])=[CH:17][CH:16]=1)([CH3:14])([CH3:13])[CH3:12], predict the reaction product. The product is: [C:11]([C:15]1[CH:16]=[CH:17][C:18]([NH:19][C:3](=[C:4]([C:7]#[N:8])[C:5]#[N:6])[S:9][CH3:10])=[CH:20][CH:21]=1)([CH3:14])([CH3:12])[CH3:13]. (9) Given the reactants [N+:1]([C:4]1[CH:5]=[C:6]([C@@H:18]2[CH2:20][O:19]2)[CH:7]=[CH:8][C:9]=1[O:10][CH2:11][C:12]1[CH:17]=[CH:16][CH:15]=[CH:14][CH:13]=1)([O-:3])=[O:2].[CH3:21][O:22][C:23]1[CH:28]=[CH:27][C:26]([CH2:29][C@@H:30]([CH3:39])[NH:31][CH2:32][C:33]2[CH:38]=[CH:37][CH:36]=[CH:35][CH:34]=2)=[CH:25][CH:24]=1, predict the reaction product. The product is: [CH3:21][O:22][C:23]1[CH:24]=[CH:25][C:26]([CH2:29][C@H:30]([N:31]([CH2:20][C@@H:18]([C:6]2[CH:7]=[CH:8][C:9]([O:10][CH2:11][C:12]3[CH:17]=[CH:16][CH:15]=[CH:14][CH:13]=3)=[C:4]([N+:1]([O-:3])=[O:2])[CH:5]=2)[OH:19])[CH2:32][C:33]2[CH:38]=[CH:37][CH:36]=[CH:35][CH:34]=2)[CH3:39])=[CH:27][CH:28]=1.